Task: Predict the product of the given reaction.. Dataset: Forward reaction prediction with 1.9M reactions from USPTO patents (1976-2016) (1) Given the reactants [NH:1]1[CH2:9][CH2:8][NH:7][CH2:6][CH2:5][NH:4][CH2:3][CH2:2]1.[NH:10]1[CH:14]=[CH:13][CH:12]=[C:11]1[CH:15]=O, predict the reaction product. The product is: [NH:10]1[CH:14]=[CH:13][CH:12]=[C:11]1[CH2:15][N:1]1[CH2:9][CH2:8][N:7]([CH2:15][C:11]2[NH:10][CH:14]=[CH:13][CH:12]=2)[CH2:6][CH2:5][N:4]([CH2:15][C:11]2[NH:10][CH:14]=[CH:13][CH:12]=2)[CH2:3][CH2:2]1. (2) Given the reactants N1C=CC=CC=1.[C:7]([OH:12])(=[O:11])/[CH:8]=[CH:9]/[CH3:10].Cl[Si:14]([CH3:17])([CH3:16])[CH3:15], predict the reaction product. The product is: [CH3:15][Si:14]([O:11][C:7](=[O:12])/[CH:8]=[CH:9]/[CH3:10])([CH3:17])[CH3:16]. (3) Given the reactants [C:1]([O:5][C:6]([N:8]1[CH2:13][CH2:12][CH:11]([CH2:14][CH2:15][O:16][C:17]2[C:22]([C:23](=[O:32])[NH:24][CH2:25][C:26]3[CH:31]=[CH:30][CH:29]=[CH:28][CH:27]=3)=[C:21](Cl)[N:20]=[C:19]([C:34]#[N:35])[N:18]=2)[CH2:10][CH2:9]1)=[O:7])([CH3:4])([CH3:3])[CH3:2].Cl.[CH2:37]1[C:39]2([CH2:44][CH2:43][CH:42]([CH2:45][NH2:46])[CH2:41][CH2:40]2)[CH2:38]1.C([O-])([O-])=O.[K+].[K+], predict the reaction product. The product is: [C:1]([O:5][C:6]([N:8]1[CH2:13][CH2:12][CH:11]([CH2:14][CH2:15][O:16][C:17]2[C:22]([C:23](=[O:32])[NH:24][CH2:25][C:26]3[CH:31]=[CH:30][CH:29]=[CH:28][CH:27]=3)=[C:21]([NH:46][CH2:45][CH:42]3[CH2:43][CH2:44][C:39]4([CH2:37][CH2:38]4)[CH2:40][CH2:41]3)[N:20]=[C:19]([C:34]#[N:35])[N:18]=2)[CH2:10][CH2:9]1)=[O:7])([CH3:4])([CH3:3])[CH3:2]. (4) Given the reactants [NH:1]1[CH2:6][CH2:5][NH:4][CH2:3][C:2]1=[O:7].C(N(CC)CC)C.[Cl:15][C:16]1[C:24]([Cl:25])=[C:23]([CH3:26])[CH:22]=[CH:21][C:17]=1[C:18](Cl)=[O:19], predict the reaction product. The product is: [Cl:15][C:16]1[C:24]([Cl:25])=[C:23]([CH3:26])[CH:22]=[CH:21][C:17]=1[C:18]([N:4]1[CH2:5][CH2:6][NH:1][C:2](=[O:7])[CH2:3]1)=[O:19]. (5) The product is: [NH2:33][C:27]1[CH:28]=[C:29]2[C:24](=[CH:25][CH:26]=1)[O:23][C:20]1([CH2:21][CH2:22][N:17]([C:15]([C:5]3[CH:4]=[C:3]([O:2][CH3:1])[C:12]4[C:7](=[C:8]([O:13][CH3:14])[CH:9]=[CH:10][CH:11]=4)[N:6]=3)=[O:16])[CH2:18][CH2:19]1)[CH2:31][C:30]2=[O:32]. Given the reactants [CH3:1][O:2][C:3]1[C:12]2[C:7](=[C:8]([O:13][CH3:14])[CH:9]=[CH:10][CH:11]=2)[N:6]=[C:5]([C:15]([N:17]2[CH2:22][CH2:21][C:20]3([CH2:31][C:30](=[O:32])[C:29]4[C:24](=[CH:25][CH:26]=[C:27]([NH:33]C(=O)OCC5C=CC=CC=5)[CH:28]=4)[O:23]3)[CH2:19][CH2:18]2)=[O:16])[CH:4]=1, predict the reaction product.